This data is from hERG Central: cardiac toxicity at 1µM, 10µM, and general inhibition. The task is: Predict hERG channel inhibition at various concentrations. (1) The molecule is CC(C)c1ccc(/C=N/N2CCCCC2)cc1.O=C(O)C(=O)O. Results: hERG_inhib (hERG inhibition (general)): blocker. (2) The compound is CCOc1ccc(NC(=S)N(CCCN2CCCC2)Cc2cccn2Cc2ccc(Cl)cc2)cc1. Results: hERG_inhib (hERG inhibition (general)): blocker. (3) The compound is N#Cc1ccsc1NC(=O)CN1CCN(S(=O)(=O)c2ccccc2C(F)(F)F)CC1. Results: hERG_inhib (hERG inhibition (general)): blocker. (4) The compound is Cc1nc2ccccc2c(=O)n1Cc1ccc([N+](=O)[O-])cc1. Results: hERG_inhib (hERG inhibition (general)): blocker.